Dataset: Reaction yield outcomes from USPTO patents with 853,638 reactions. Task: Predict the reaction yield, written as a fraction of the theoretical maximum amount of product (1.0 means a 100% yield; for example, 0.34 means a 34% yield). (1) The reactants are [CH3:1][S:2][C:3]1[S:4][C:5]2[CH:11]=[C:10]([CH2:12][NH:13][C:14]3[C:19]([NH2:20])=[CH:18][C:17]([C:21]([F:24])([F:23])[F:22])=[CH:16][N:15]=3)[CH:9]=[CH:8][C:6]=2[N:7]=1.[CH2:25](OC(OCC)OCC)C. The catalyst is C(O)=O. The product is [CH3:1][S:2][C:3]1[S:4][C:5]2[CH:11]=[C:10]([CH2:12][N:13]3[C:14]4=[N:15][CH:16]=[C:17]([C:21]([F:24])([F:22])[F:23])[CH:18]=[C:19]4[N:20]=[CH:25]3)[CH:9]=[CH:8][C:6]=2[N:7]=1. The yield is 0.793. (2) The reactants are P12(SP3(SP(SP(S3)(S1)=S)(=S)S2)=S)=S.C(N)=O.Br[CH2:19][C:20]([C:22]1[CH:27]=[CH:26][C:25]([OH:28])=[CH:24][C:23]=1[CH3:29])=O.[CH:30]([NH2:32])=[S:31].[OH-].[Na+]. The catalyst is O1CCOCC1. The product is [CH3:29][C:23]1[CH:24]=[C:25]([OH:28])[CH:26]=[CH:27][C:22]=1[C:20]1[N:32]=[CH:30][S:31][CH:19]=1. The yield is 0.770.